From a dataset of Catalyst prediction with 721,799 reactions and 888 catalyst types from USPTO. Predict which catalyst facilitates the given reaction. (1) Reactant: CC1[N:3]([C:8]2[N:13]=[C:12]([CH2:14][C:15]([NH:17][C:18]3[CH:23]=[CH:22][C:21]([NH:24][C:25]([C:27]4[CH2:32][CH2:31][CH2:30][CH2:29][C:28]=4[C:33]4[CH:38]=[CH:37][C:36]([CH3:39])=[CH:35][CH:34]=4)=[O:26])=[CH:20][CH:19]=3)=[O:16])[CH:11]=[CH:10][CH:9]=2)C(C)=CC=1.Cl.NO.C(N(CC)CC)C.C(=O)([O-])[O-].[K+].[K+]. Product: [NH2:3][C:8]1[N:13]=[C:12]([CH2:14][C:15]([NH:17][C:18]2[CH:23]=[CH:22][C:21]([NH:24][C:25]([C:27]3[CH2:32][CH2:31][CH2:30][CH2:29][C:28]=3[C:33]3[CH:38]=[CH:37][C:36]([CH3:39])=[CH:35][CH:34]=3)=[O:26])=[CH:20][CH:19]=2)=[O:16])[CH:11]=[CH:10][CH:9]=1. The catalyst class is: 815. (2) Reactant: [CH3:1][N:2]1[CH:10]([C:11]2[CH:16]=[CH:15][C:14]([O:17][C:18]([F:21])([F:20])[F:19])=[CH:13][CH:12]=2)[CH:9]2[C:4]([C:5]3[CH:25]=[CH:24][C:23]([CH:26]=O)=[CH:22][C:6]=3[CH2:7][CH2:8]2)=[N:3]1.[NH2:28][NH:29][C:30]([NH:32][C:33]1[C:38]([CH3:39])=[CH:37][CH:36]=[CH:35][C:34]=1[CH3:40])=[S:31]. Product: [CH3:39][C:38]1[CH:37]=[CH:36][CH:35]=[C:34]([CH3:40])[C:33]=1[NH:32][C:30]([NH:29]/[N:28]=[CH:26]/[C:23]1[CH:24]=[CH:25][C:5]2[C:4]3[CH:9]([CH:10]([C:11]4[CH:16]=[CH:15][C:14]([O:17][C:18]([F:21])([F:19])[F:20])=[CH:13][CH:12]=4)[N:2]([CH3:1])[N:3]=3)[CH2:8][CH2:7][C:6]=2[CH:22]=1)=[S:31]. The catalyst class is: 8. (3) Reactant: [CH2:1]([OH:6])[CH2:2][CH2:3][C:4]#[CH:5].N1C=CN=C1.Cl[Si:13]([CH3:16])([CH3:15])[CH3:14]. Product: [CH3:14][Si:13]([CH3:16])([CH3:15])[O:6][CH2:1][CH2:2][CH2:3][C:4]#[CH:5]. The catalyst class is: 34.